This data is from Forward reaction prediction with 1.9M reactions from USPTO patents (1976-2016). The task is: Predict the product of the given reaction. (1) Given the reactants C(O[C:6]([N:8]1[CH2:20][CH2:19][C:11]2([O:15][N:14]=[C:13]([C:16]([OH:18])=O)[CH2:12]2)[CH2:10][CH2:9]1)=O)(C)(C)C.[CH2:21](Cl)[CH2:22]Cl.[CH:25]1[CH:26]=[CH:27][C:28]2[N:33](O)N=[N:31][C:29]=2[CH:30]=1.[CH2:35]([NH2:43])[CH2:36][C:37]1[CH:42]=[CH:41][CH:40]=[CH:39][CH:38]=1.CN([CH:47]=[O:48])C, predict the reaction product. The product is: [NH2:33][C:28]1[CH:27]=[CH:26][C:25]([C:37]2[CH:42]=[CH:41][CH:40]=[CH:39][CH:38]=2)=[CH:30][C:29]=1[NH:31][C:47]([C:36]1[CH:21]=[CH:22][C:6]([N:8]2[CH2:9][CH2:10][C:11]3([O:15][N:14]=[C:13]([C:16]([NH:43][CH2:35][CH2:36][C:37]4[CH:42]=[CH:41][CH:40]=[CH:39][CH:38]=4)=[O:18])[CH2:12]3)[CH2:19][CH2:20]2)=[N:43][CH:35]=1)=[O:48]. (2) Given the reactants C(O[C:6](=O)[N:7]([C:9]1([S:15]([C:18]2[CH:23]=[CH:22][C:21]([C:24]3[N:28]=[C:27]([CH2:29][CH2:30][CH2:31][CH2:32][CH2:33][CH2:34][CH2:35][CH3:36])[O:26][N:25]=3)=[CH:20][CH:19]=2)(=[O:17])=[O:16])[CH2:14][CH2:13][NH:12][CH2:11][CH2:10]1)C)(C)(C)C, predict the reaction product. The product is: [CH2:29]([C:27]1[O:26][N:25]=[C:24]([C:21]2[CH:22]=[CH:23][C:18]([S:15]([C:9]3([NH:7][CH3:6])[CH2:14][CH2:13][NH:12][CH2:11][CH2:10]3)(=[O:17])=[O:16])=[CH:19][CH:20]=2)[N:28]=1)[CH2:30][CH2:31][CH2:32][CH2:33][CH2:34][CH2:35][CH3:36]. (3) Given the reactants [Cl:1][S:2]([C:5]1[CH:13]=[CH:12][C:8]([C:9](Cl)=[O:10])=[CH:7][CH:6]=1)(=[O:4])=[O:3].[CH2:14]1[NH:19][CH2:18][CH2:17][N:16]2[CH2:20][CH2:21][CH2:22][C@H:15]12.C(=O)([O-])[O-].[Na+].[Na+], predict the reaction product. The product is: [CH2:14]1[N:19]([C:9]([C:8]2[CH:12]=[CH:13][C:5]([S:2]([Cl:1])(=[O:4])=[O:3])=[CH:6][CH:7]=2)=[O:10])[CH2:18][CH2:17][N:16]2[CH2:20][CH2:21][CH2:22][C@H:15]12. (4) Given the reactants [CH2:1]([C@H:3]1[C@@H:7]([C:8]2[N:12]3[C:13]4[CH:19]=[CH:18][NH:17][C:14]=4[N:15]=[CH:16][C:11]3=[N:10][N:9]=2)[CH2:6][C@@H:5]([NH:20][S:21]([CH:24]2[CH2:26][CH2:25]2)(=[O:23])=[O:22])[CH2:4]1)[CH3:2].[OH-].[K+].S([C:39]#[N:40])(C1C=CC(C)=CC=1)(=O)=O, predict the reaction product. The product is: [C:39]([N:20]([C@@H:5]1[CH2:6][C@H:7]([C:8]2[N:12]3[C:13]4[CH:19]=[CH:18][NH:17][C:14]=4[N:15]=[CH:16][C:11]3=[N:10][N:9]=2)[C@H:3]([CH2:1][CH3:2])[CH2:4]1)[S:21]([CH:24]1[CH2:26][CH2:25]1)(=[O:23])=[O:22])#[N:40]. (5) Given the reactants [C:1]([C:4]1[CH:5]=[CH:6][C:7]([C:13]2[CH:14]=[N:15][CH:16]=[C:17]([CH:22]=2)[C:18]([O:20][CH3:21])=[O:19])=[C:8]2[C:12]=1[NH:11][CH:10]=[CH:9]2)(=[O:3])[NH2:2].BrC1C=NC=C(C=1)C(OC)=O, predict the reaction product. The product is: [C:1]([C:4]1[CH:5]=[CH:6][C:7]([CH:13]2[CH2:14][NH:15][CH2:16][CH:17]([C:18]([O:20][CH3:21])=[O:19])[CH2:22]2)=[C:8]2[C:12]=1[NH:11][CH:10]=[CH:9]2)(=[O:3])[NH2:2]. (6) Given the reactants [CH3:1][C:2](=[CH:8][C:9]1[CH:14]=[CH:13][CH:12]=[CH:11][N:10]=1)[C:3]([O:5][CH2:6][CH3:7])=[O:4].C([O-])=O.[NH4+], predict the reaction product. The product is: [CH3:1][CH:2]([CH2:8][C:9]1[CH:14]=[CH:13][CH:12]=[CH:11][N:10]=1)[C:3]([O:5][CH2:6][CH3:7])=[O:4]. (7) Given the reactants C([N:8]1[C:16]([CH2:19][CH3:20])([CH2:17][CH3:18])[C:15]2[C:10](=[CH:11][CH:12]=[CH:13][CH:14]=2)[C:9]1([CH2:23][CH3:24])[CH2:21][CH3:22])C1C=CC=CC=1.[H][H].[OH-].[Na+], predict the reaction product. The product is: [CH2:23]([C:9]1([CH2:21][CH3:22])[C:10]2[C:15](=[CH:14][CH:13]=[CH:12][CH:11]=2)[C:16]([CH2:19][CH3:20])([CH2:17][CH3:18])[NH:8]1)[CH3:24]. (8) Given the reactants [Cl:1][C:2]1[CH:10]=[C:9]2[C:5]([C:6]([CH:11]=[O:12])=[CH:7][NH:8]2)=[CH:4][CH:3]=1.[H-].[Na+].[Cl:15][C:16]([Cl:42])([Cl:41])[C:17]([N:19]1[CH2:24][CH2:23][N:22]([C:25]2[CH:26]=[C:27]([S:37](Cl)(=[O:39])=[O:38])[CH:28]=[CH:29][C:30]=2[O:31][CH2:32][C:33]([F:36])([F:35])[F:34])[CH2:21][CH2:20]1)=[O:18], predict the reaction product. The product is: [Cl:1][C:2]1[CH:10]=[C:9]2[C:5]([C:6]([CH:11]=[O:12])=[CH:7][N:8]2[S:37]([C:27]2[CH:28]=[CH:29][C:30]([O:31][CH2:32][C:33]([F:34])([F:35])[F:36])=[C:25]([N:22]3[CH2:23][CH2:24][N:19]([C:17](=[O:18])[C:16]([Cl:42])([Cl:15])[Cl:41])[CH2:20][CH2:21]3)[CH:26]=2)(=[O:38])=[O:39])=[CH:4][CH:3]=1.